This data is from NCI-60 drug combinations with 297,098 pairs across 59 cell lines. The task is: Regression. Given two drug SMILES strings and cell line genomic features, predict the synergy score measuring deviation from expected non-interaction effect. (1) Drug 1: CCC1(CC2CC(C3=C(CCN(C2)C1)C4=CC=CC=C4N3)(C5=C(C=C6C(=C5)C78CCN9C7C(C=CC9)(C(C(C8N6C)(C(=O)OC)O)OC(=O)C)CC)OC)C(=O)OC)O.OS(=O)(=O)O. Drug 2: CC12CCC3C(C1CCC2OP(=O)(O)O)CCC4=C3C=CC(=C4)OC(=O)N(CCCl)CCCl.[Na+]. Cell line: U251. Synergy scores: CSS=0.625, Synergy_ZIP=0.230, Synergy_Bliss=3.21, Synergy_Loewe=2.24, Synergy_HSA=1.14. (2) Cell line: SF-268. Drug 1: C1CN(P(=O)(OC1)NCCCl)CCCl. Drug 2: CC1C(C(CC(O1)OC2CC(CC3=C2C(=C4C(=C3O)C(=O)C5=C(C4=O)C(=CC=C5)OC)O)(C(=O)CO)O)N)O.Cl. Synergy scores: CSS=44.9, Synergy_ZIP=-0.307, Synergy_Bliss=-0.108, Synergy_Loewe=-34.8, Synergy_HSA=1.29. (3) Drug 1: CC(C1=C(C=CC(=C1Cl)F)Cl)OC2=C(N=CC(=C2)C3=CN(N=C3)C4CCNCC4)N. Drug 2: CC(CN1CC(=O)NC(=O)C1)N2CC(=O)NC(=O)C2. Cell line: UO-31. Synergy scores: CSS=14.2, Synergy_ZIP=-5.37, Synergy_Bliss=-1.81, Synergy_Loewe=0.388, Synergy_HSA=0.512. (4) Drug 1: CN1C(=O)N2C=NC(=C2N=N1)C(=O)N. Drug 2: CC1=C(C=C(C=C1)C(=O)NC2=CC(=CC(=C2)C(F)(F)F)N3C=C(N=C3)C)NC4=NC=CC(=N4)C5=CN=CC=C5. Cell line: MDA-MB-231. Synergy scores: CSS=-8.45, Synergy_ZIP=-0.577, Synergy_Bliss=-4.29, Synergy_Loewe=-18.3, Synergy_HSA=-10.5. (5) Drug 1: CC1=C(C(=CC=C1)Cl)NC(=O)C2=CN=C(S2)NC3=CC(=NC(=N3)C)N4CCN(CC4)CCO. Drug 2: N.N.Cl[Pt+2]Cl. Cell line: UACC-257. Synergy scores: CSS=16.3, Synergy_ZIP=-9.37, Synergy_Bliss=0.421, Synergy_Loewe=-0.114, Synergy_HSA=0.0532.